Dataset: Catalyst prediction with 721,799 reactions and 888 catalyst types from USPTO. Task: Predict which catalyst facilitates the given reaction. (1) Reactant: [CH3:1][O:2][C:3](=[O:39])/[CH:4]=[CH:5]/[C:6]1[C:11]([CH2:12][N:13]([CH2:20][C:21]2[CH:26]=[C:25]([C:27]([F:30])([F:29])[F:28])[CH:24]=[C:23]([C:31]([F:34])([F:33])[F:32])[CH:22]=2)[C:14]2[N:15]=[N:16][N:17]([CH3:19])[N:18]=2)=[CH:10][C:9]([C:35]([F:38])([F:37])[F:36])=[CH:8][N:7]=1.[CH3:40][NH:41][CH3:42]. Product: [CH3:1][O:2][C:3](=[O:39])[CH2:4][CH:5]([C:6]1[C:11]([CH2:12][N:13]([CH2:20][C:21]2[CH:22]=[C:23]([C:31]([F:34])([F:32])[F:33])[CH:24]=[C:25]([C:27]([F:28])([F:29])[F:30])[CH:26]=2)[C:14]2[N:15]=[N:16][N:17]([CH3:19])[N:18]=2)=[CH:10][C:9]([C:35]([F:36])([F:38])[F:37])=[CH:8][N:7]=1)[N:41]([CH3:42])[CH3:40]. The catalyst class is: 1. (2) Reactant: Cl[C:2]([O:4][CH:5]([C:12]1[CH:17]=[CH:16][C:15]([Cl:18])=[C:14]([Cl:19])[CH:13]=1)[CH2:6][CH:7]1[CH2:11][CH2:10][CH2:9][CH2:8]1)=[O:3].CCN(C(C)C)C(C)C.[NH2:29][C:30]1[CH:35]=[CH:34][CH:33]=[CH:32][N:31]=1. Product: [N:31]1[CH:32]=[CH:33][CH:34]=[CH:35][C:30]=1[NH:29][C:2](=[O:3])[O:4][CH:5]([C:12]1[CH:17]=[CH:16][C:15]([Cl:18])=[C:14]([Cl:19])[CH:13]=1)[CH2:6][CH:7]1[CH2:11][CH2:10][CH2:9][CH2:8]1. The catalyst class is: 2. (3) Reactant: [Cl:1][C:2]1[CH:3]=[C:4]2[C:8](=[CH:9][CH:10]=1)[N:7]([CH3:11])[CH2:6][CH2:5]2.[Cl:12][S:13](O)(=[O:15])=[O:14]. Product: [Cl:1][C:2]1[CH:3]=[C:4]2[C:8](=[CH:9][C:10]=1[S:13]([Cl:12])(=[O:15])=[O:14])[N:7]([CH3:11])[CH2:6][CH2:5]2. The catalyst class is: 13.